Dataset: Forward reaction prediction with 1.9M reactions from USPTO patents (1976-2016). Task: Predict the product of the given reaction. (1) Given the reactants [CH2:1]([NH:8][C:9]1[N:17]=[CH:16][N:15]=[C:14]2[C:10]=1[N:11]=[C:12]([C:27]([O:29]C)=[O:28])[N:13]2[C@@H:18]1[O:24][C@H:23]([CH2:25][OH:26])[C@@H:21]([OH:22])[C@H:19]1[OH:20])[C:2]1[CH:7]=[CH:6][CH:5]=[CH:4][CH:3]=1.Cl, predict the reaction product. The product is: [CH2:1]([NH:8][C:9]1[N:17]=[CH:16][N:15]=[C:14]2[C:10]=1[N:11]=[C:12]([C:27]([OH:29])=[O:28])[N:13]2[C@@H:18]1[O:24][C@H:23]([CH2:25][OH:26])[C@@H:21]([OH:22])[C@H:19]1[OH:20])[C:2]1[CH:7]=[CH:6][CH:5]=[CH:4][CH:3]=1. (2) Given the reactants C([O:3][C:4](=[O:23])[CH2:5][C:6]1[NH:11][C:10]2[CH:12]=[CH:13][C:14]([NH:16][S:17]([CH3:20])(=[O:19])=[O:18])=[CH:15][C:9]=2[S:8](=[O:22])(=[O:21])[CH:7]=1)C.[OH-].[Li+], predict the reaction product. The product is: [CH3:20][S:17]([NH:16][C:14]1[CH:13]=[CH:12][C:10]2[NH:11][C:6]([CH2:5][C:4]([OH:23])=[O:3])=[CH:7][S:8](=[O:21])(=[O:22])[C:9]=2[CH:15]=1)(=[O:18])=[O:19].